This data is from Forward reaction prediction with 1.9M reactions from USPTO patents (1976-2016). The task is: Predict the product of the given reaction. (1) Given the reactants [C:1]([C:4]1[N:12]2[C:7]([C:8]3([CH2:21][CH2:20][N:19](C(OC(C)(C)C)=O)[CH2:18][CH2:17]3)[O:9][C:10]3[CH:16]=[CH:15][CH:14]=[CH:13][C:11]=32)=[CH:6][CH:5]=1)(=[O:3])[CH3:2].[ClH:29].O1CCOCC1, predict the reaction product. The product is: [ClH:29].[C:4]1([C:1](=[O:3])[CH3:2])[N:12]2[C:7]([C:8]3([CH2:17][CH2:18][NH:19][CH2:20][CH2:21]3)[O:9][C:10]3[CH:16]=[CH:15][CH:14]=[CH:13][C:11]=32)=[CH:6][CH:5]=1. (2) Given the reactants [N-:1]=[N+:2]=[N-:3].[Na+].[CH2:5]([O:12][CH2:13][C@@H:14](OS(C)(=O)=O)[C@@H:15]1[CH2:19][C@@H:18]([CH2:20][CH2:21][CH3:22])[C:17](=[O:23])[O:16]1)[C:6]1[CH:11]=[CH:10][CH:9]=[CH:8][CH:7]=1, predict the reaction product. The product is: [N:1]([C@H:14]([C@H:15]1[O:16][C:17](=[O:23])[C@H:18]([CH2:20][CH2:21][CH3:22])[CH2:19]1)[CH2:13][O:12][CH2:5][C:6]1[CH:11]=[CH:10][CH:9]=[CH:8][CH:7]=1)=[N+:2]=[N-:3]. (3) Given the reactants C[O:2][C:3](=[O:21])[CH2:4][N:5]1[C:10]2[CH:11]=[CH:12][CH:13]=[C:14]([CH:15]([CH3:17])[CH3:16])[C:9]=2[O:8][C:7]([CH3:19])([CH3:18])[C:6]1=[O:20].[OH-].[Na+], predict the reaction product. The product is: [CH:15]([C:14]1[C:9]2[O:8][C:7]([CH3:19])([CH3:18])[C:6](=[O:20])[N:5]([CH2:4][C:3]([OH:21])=[O:2])[C:10]=2[CH:11]=[CH:12][CH:13]=1)([CH3:17])[CH3:16]. (4) Given the reactants CC1C=CC(S(Cl)(=O)=[O:9])=CC=1.[F:12][C:13]([F:47])([F:46])[C:14]1[CH:15]=[C:16]([C@@H:24]([N:26]([CH3:45])[C:27]([N:29]2[CH2:34][CH2:33]/[C:32](=[N:35]\O)/[CH2:31][C@@H:30]2[C:37]2[CH:42]=[CH:41][C:40]([F:43])=[CH:39][C:38]=2[CH3:44])=[O:28])[CH3:25])[CH:17]=[C:18]([C:20]([F:23])([F:22])[F:21])[CH:19]=1, predict the reaction product. The product is: [F:23][C:20]([F:22])([F:21])[C:18]1[CH:17]=[C:16]([C@@H:24]([N:26]([CH3:45])[C:27]([N:29]2[CH2:34][CH2:33][C:32](=[O:9])[NH:35][CH2:31][C@@H:30]2[C:37]2[CH:42]=[CH:41][C:40]([F:43])=[CH:39][C:38]=2[CH3:44])=[O:28])[CH3:25])[CH:15]=[C:14]([C:13]([F:47])([F:46])[F:12])[CH:19]=1. (5) Given the reactants [F:1][C:2]1[C:7]([O:8][C:9]2[CH:14]=[CH:13][CH:12]=[CH:11][CH:10]=2)=[C:6]([F:15])[CH:5]=[CH:4][C:3]=1[CH:16]([NH:27]S(C(C)(C)C)=O)[CH2:17][C:18]([NH:20][C:21]1[CH:26]=[CH:25][N:24]=[CH:23][CH:22]=1)=[O:19].[ClH:34], predict the reaction product. The product is: [ClH:34].[ClH:34].[NH2:27][CH:16]([C:3]1[CH:4]=[CH:5][C:6]([F:15])=[C:7]([O:8][C:9]2[CH:10]=[CH:11][CH:12]=[CH:13][CH:14]=2)[C:2]=1[F:1])[CH2:17][C:18]([NH:20][C:21]1[CH:22]=[CH:23][N:24]=[CH:25][CH:26]=1)=[O:19].